Predict the reactants needed to synthesize the given product. From a dataset of Full USPTO retrosynthesis dataset with 1.9M reactions from patents (1976-2016). (1) Given the product [CH3:3][N:4]1[C:8]2[CH:9]=[CH:10][S:11][C:7]=2[C:6]([C:12]2[CH:17]=[CH:16][CH:15]=[C:14]([O:18][CH2:23][C@H:24]3[CH2:25][O:26]3)[CH:13]=2)=[N:5]1, predict the reactants needed to synthesize it. The reactants are: [H-].[Na+].[CH3:3][N:4]1[C:8]2[CH:9]=[CH:10][S:11][C:7]=2[C:6]([C:12]2[CH:13]=[C:14]([OH:18])[CH:15]=[CH:16][CH:17]=2)=[N:5]1.S(C1C=CC(C)=CC=1)(O[CH2:23][C@@H:24]1[O:26][CH2:25]1)(=O)=O.[Cl-].[NH4+]. (2) Given the product [CH3:20][O:19][CH:3]([O:2][CH3:1])[C:4]1[CH:5]=[CH:6][C:7]([C:10](=[O:18])[CH2:11][C:12]2[CH:17]=[CH:16][CH:15]=[CH:14][CH:13]=2)=[CH:8][CH:9]=1, predict the reactants needed to synthesize it. The reactants are: [CH3:1][O:2][CH:3]([O:19][CH3:20])[C:4]1[CH:9]=[CH:8][C:7]([CH:10]([OH:18])[CH2:11][C:12]2[CH:17]=[CH:16][CH:15]=[CH:14][CH:13]=2)=[CH:6][CH:5]=1.O. (3) The reactants are: [C:1]([O:5][C:6]([N:8]([C:37]([O:39][C:40]([CH3:43])([CH3:42])[CH3:41])=[O:38])[C:9]1[C:18]2[C:13](=[CH:14][C:15]([NH:19][CH:20]([C:24]3[CH:29]=[CH:28][C:27]([O:30][CH:31]([CH3:33])[CH3:32])=[C:26]([O:34][CH2:35][CH3:36])[CH:25]=3)[C:21]([OH:23])=O)=[CH:16][CH:17]=2)[CH:12]=[N:11][N:10]=1)=[O:7])([CH3:4])([CH3:3])[CH3:2].[CH:44]([N:47](C(C)C)CC)(C)C.Cl.[CH:54]1([S:57]([C:60]2[CH:65]=[CH:64][CH:63]=[CH:62][C:61]=2CN)(=[O:59])=[O:58])[CH2:56][CH2:55]1.F[P-](F)(F)(F)(F)F.N1(O[P+](N(C)C)(N(C)C)N(C)C)C2C=CC=CC=2N=N1. Given the product [CH:54]1([S:57]([C:60]2[CH:61]=[C:62]([CH:63]=[CH:64][CH:65]=2)[CH2:44][NH:47][C:21](=[O:23])[CH:20]([NH:19][C:15]2[CH:14]=[C:13]3[C:18](=[CH:17][CH:16]=2)[C:9]([N:8]([C:6]([O:5][C:1]([CH3:3])([CH3:2])[CH3:4])=[O:7])[C:37]([O:39][C:40]([CH3:41])([CH3:43])[CH3:42])=[O:38])=[N:10][N:11]=[CH:12]3)[C:24]2[CH:29]=[CH:28][C:27]([O:30][CH:31]([CH3:32])[CH3:33])=[C:26]([O:34][CH2:35][CH3:36])[CH:25]=2)(=[O:58])=[O:59])[CH2:55][CH2:56]1, predict the reactants needed to synthesize it. (4) Given the product [Br:1][C:2]1[C:3]([CH2:16][O:17][CH2:21][C:20]2[CH:23]=[CH:24][CH:25]=[C:26]([CH3:27])[C:19]=2[F:18])=[C:4]2[C:9](=[C:10]([CH3:12])[CH:11]=1)[NH:8][C:7]([CH3:13])([CH3:14])[CH2:6][CH:5]2[CH3:15], predict the reactants needed to synthesize it. The reactants are: [Br:1][C:2]1[C:3]([CH2:16][OH:17])=[C:4]2[C:9](=[C:10]([CH3:12])[CH:11]=1)[NH:8][C:7]([CH3:14])([CH3:13])[CH2:6][CH:5]2[CH3:15].[F:18][C:19]1[C:26]([CH3:27])=[CH:25][CH:24]=[CH:23][C:20]=1[CH2:21]Br.[H-].[Na+]. (5) Given the product [F:8][C:9]1[CH:14]=[CH:13][C:12]([N:1]2[CH2:6][CH2:5][NH:4][CH2:3][C:2]2=[O:7])=[CH:11][CH:10]=1, predict the reactants needed to synthesize it. The reactants are: [NH:1]1[CH2:6][CH2:5][NH:4][CH2:3][C:2]1=[O:7].[F:8][C:9]1[CH:14]=[CH:13][C:12](I)=[CH:11][CH:10]=1.CNC1CCCCC1NC.P([O-])([O-])([O-])=O.[K+].[K+].[K+].